This data is from Reaction yield outcomes from USPTO patents with 853,638 reactions. The task is: Predict the reaction yield, written as a fraction of the theoretical maximum amount of product (1.0 means a 100% yield; for example, 0.34 means a 34% yield). (1) The reactants are [OH:1][C:2]1[CH:3]=[C:4]2[C:8](=[CH:9][CH:10]=1)[N:7]([CH2:11][C:12]([F:15])([F:14])[F:13])[C:6]([C:16]([O:18][CH2:19][CH3:20])=[O:17])=[CH:5]2.S(Cl)([Cl:24])(=O)=O. The catalyst is C1(C)C=CC=CC=1.C(N)(C)(C)C.S(Cl)(Cl)(=O)=O. The product is [Cl:24][C:3]1[C:2]([OH:1])=[CH:10][CH:9]=[C:8]2[C:4]=1[CH:5]=[C:6]([C:16]([O:18][CH2:19][CH3:20])=[O:17])[N:7]2[CH2:11][C:12]([F:15])([F:13])[F:14]. The yield is 0.920. (2) The reactants are [Cl:1][C:2]1[CH:9]=[C:8]([N:10]([CH2:16][CH:17]2[CH2:20][CH2:19][CH2:18]2)[C@H:11]2[CH2:15][CH2:14][NH:13][CH2:12]2)[CH:7]=[CH:6][C:3]=1[C:4]#[N:5].CCN(C(C)C)C(C)C.[CH:30]1([CH2:36][S:37](Cl)(=[O:39])=[O:38])[CH2:35][CH2:34][CH2:33][CH2:32][CH2:31]1.CO. The catalyst is CN(C=O)C.O. The product is [Cl:1][C:2]1[CH:9]=[C:8]([N:10]([CH2:16][CH:17]2[CH2:20][CH2:19][CH2:18]2)[C@H:11]2[CH2:15][CH2:14][N:13]([S:37]([CH2:36][CH:30]3[CH2:35][CH2:34][CH2:33][CH2:32][CH2:31]3)(=[O:39])=[O:38])[CH2:12]2)[CH:7]=[CH:6][C:3]=1[C:4]#[N:5]. The yield is 0.540. (3) The reactants are [F:1][C:2]([F:13])([F:12])[O:3][C:4]1[CH:5]=[C:6]([CH2:10][NH2:11])[CH:7]=[CH:8][CH:9]=1.[F:14][C:15]([F:20])([F:19])[CH:16]1[O:18][CH2:17]1. No catalyst specified. The product is [F:1][C:2]([F:12])([F:13])[O:3][C:4]1[CH:5]=[C:6]([CH2:10][NH:11][CH2:17][CH:16]([OH:18])[C:15]([F:20])([F:19])[F:14])[CH:7]=[CH:8][CH:9]=1. The yield is 0.370. (4) The reactants are Br[C:2]1[C:3](=[O:13])[O:4][C:5]2[C:10]([CH:11]=1)=[CH:9][CH:8]=[C:7]([F:12])[CH:6]=2.[F:14][C:15]([F:26])([F:25])[C:16]1[C:21](B(O)O)=[CH:20][CH:19]=[CH:18][N:17]=1.ClCCl.C([O-])([O-])=O.[K+].[K+]. The catalyst is CC#N. The product is [F:12][C:7]1[CH:6]=[C:5]2[C:10]([CH:11]=[C:2]([C:21]3[C:16]([C:15]([F:26])([F:25])[F:14])=[N:17][CH:18]=[CH:19][CH:20]=3)[C:3](=[O:13])[O:4]2)=[CH:9][CH:8]=1. The yield is 0.340. (5) The reactants are [CH2:1]([C:9]1[C:17]2[S:18][CH:19]=[CH:20][C:16]=2[C:15]([CH2:21][CH2:22][CH2:23][CH2:24][CH2:25][CH2:26][CH2:27][CH3:28])=[C:11]2[S:12][CH:13]=[CH:14][C:10]=12)[CH2:2][CH2:3][CH2:4][CH2:5][CH2:6][CH2:7][CH3:8].C([Li])CCC.[CH3:34][Sn:35](Cl)([CH3:37])[CH3:36].O. The catalyst is O1CCCC1. The product is [CH2:1]([C:9]1[C:17]2[S:18][C:19]([Sn:35]([CH3:37])([CH3:36])[CH3:34])=[CH:20][C:16]=2[C:15]([CH2:21][CH2:22][CH2:23][CH2:24][CH2:25][CH2:26][CH2:27][CH3:28])=[C:11]2[S:12][C:13]([Sn:35]([CH3:37])([CH3:36])[CH3:34])=[CH:14][C:10]=12)[CH2:2][CH2:3][CH2:4][CH2:5][CH2:6][CH2:7][CH3:8]. The yield is 0.740. (6) The reactants are [NH2:1][C:2]1[CH:28]=[CH:27][C:5]([O:6][C:7]2[CH:12]=[CH:11][N:10]=[C:9]([NH:13][C:14]([N:16]3[CH2:21][CH2:20][N:19]([CH2:22][CH2:23][N:24]([CH3:26])[CH3:25])[CH2:18][CH2:17]3)=[O:15])[CH:8]=2)=[C:4]([F:29])[CH:3]=1.[C:30]1([CH2:36][C:37]([N:39]=[C:40]=[O:41])=[O:38])[CH:35]=[CH:34][CH:33]=[CH:32][CH:31]=1. The catalyst is O1CCCC1.CCCCCC. The product is [CH3:25][N:24]([CH3:26])[CH2:23][CH2:22][N:19]1[CH2:20][CH2:21][N:16]([C:14]([NH:13][C:9]2[CH:8]=[C:7]([O:6][C:5]3[CH:27]=[CH:28][C:2]([NH:1][C:40]([NH:39][C:37](=[O:38])[CH2:36][C:30]4[CH:31]=[CH:32][CH:33]=[CH:34][CH:35]=4)=[O:41])=[CH:3][C:4]=3[F:29])[CH:12]=[CH:11][N:10]=2)=[O:15])[CH2:17][CH2:18]1. The yield is 0.670.